This data is from Forward reaction prediction with 1.9M reactions from USPTO patents (1976-2016). The task is: Predict the product of the given reaction. (1) Given the reactants [F:1][C:2]1[CH:11]=[C:10]([F:12])[CH:9]=[C:8]2[C:3]=1[C:4]([NH:20][C:21]1[C:26]([CH:27]3[CH2:32][CH2:31][NH:30][CH2:29][CH2:28]3)=[CH:25][N:24]=[C:23]([N:33]3[CH2:38][CH2:37][O:36][CH2:35][CH2:34]3)[CH:22]=1)=[C:5]([CH3:19])[C:6]([C:13]1[CH:18]=[CH:17][CH:16]=[CH:15][N:14]=1)=[N:7]2.[CH3:39][S:40](Cl)(=[O:42])=[O:41], predict the reaction product. The product is: [F:1][C:2]1[CH:11]=[C:10]([F:12])[CH:9]=[C:8]2[C:3]=1[C:4]([NH:20][C:21]1[C:26]([CH:27]3[CH2:32][CH2:31][N:30]([S:40]([CH3:39])(=[O:42])=[O:41])[CH2:29][CH2:28]3)=[CH:25][N:24]=[C:23]([N:33]3[CH2:38][CH2:37][O:36][CH2:35][CH2:34]3)[CH:22]=1)=[C:5]([CH3:19])[C:6]([C:13]1[CH:18]=[CH:17][CH:16]=[CH:15][N:14]=1)=[N:7]2. (2) Given the reactants [Cl:1][C:2]1[CH:7]=[CH:6][CH:5]=[CH:4][C:3]=1[C:8]1[C:9]([C:31]2[CH:36]=[CH:35][C:34]([Cl:37])=[CH:33][CH:32]=2)=[CH:10][C:11]2[N:12]([C:14]([CH2:17][CH:18]3[CH2:23][CH2:22][N:21](C(OC(C)(C)C)=O)[CH2:20][CH2:19]3)=[N:15][N:16]=2)[N:13]=1.Cl, predict the reaction product. The product is: [ClH:1].[Cl:1][C:2]1[CH:7]=[CH:6][CH:5]=[CH:4][C:3]=1[C:8]1[C:9]([C:31]2[CH:32]=[CH:33][C:34]([Cl:37])=[CH:35][CH:36]=2)=[CH:10][C:11]2[N:12]([C:14]([CH2:17][CH:18]3[CH2:19][CH2:20][NH:21][CH2:22][CH2:23]3)=[N:15][N:16]=2)[N:13]=1.